This data is from Full USPTO retrosynthesis dataset with 1.9M reactions from patents (1976-2016). The task is: Predict the reactants needed to synthesize the given product. (1) Given the product [CH:27]1([CH:33]2[NH:13][C:6]3[CH:5]=[CH:4][C:3]([C:1]4[CH:22]=[CH:21][CH:20]=[CH:19][C:18]=4[NH:17][C:14](=[O:16])[CH3:15])=[CH:8][C:7]=3[S:9](=[O:11])(=[O:10])[NH:12]2)[CH2:28][CH2:29][CH2:30][CH2:31][CH2:32]1, predict the reactants needed to synthesize it. The reactants are: [C:1]([C:3]1[CH:4]=[CH:5][C:6]([NH2:13])=[C:7]([S:9]([NH2:12])(=[O:11])=[O:10])[CH:8]=1)#N.[C:14]([NH:17][C:18]1C=[CH:22][CH:21]=[CH:20][C:19]=1B(O)O)(=[O:16])[CH3:15].[CH:27]1([CH:33]=O)[CH2:32][CH2:31][CH2:30][CH2:29][CH2:28]1. (2) Given the product [NH2:18][C:17]1[S:5][C:4]([CH3:8])=[C:1]([CH3:2])[C:16]=1[C:14]([C:10]1[S:9][CH:13]=[CH:12][CH:11]=1)=[O:15], predict the reactants needed to synthesize it. The reactants are: [C:1]([C:4]1[S:5]C=C[CH:8]=1)(=O)[CH3:2].[S:9]1[CH:13]=[CH:12][CH:11]=[C:10]1[C:14]([CH2:16][C:17]#[N:18])=[O:15].N1CCOCC1.[S]. (3) Given the product [CH3:22][O:21][C:18]1[CH:17]=[CH:16][C:15]([C:13]2[C:12](=[O:23])[C:11]3[C:6](=[C:7]([O:27][CH2:28][CH2:29][CH3:30])[CH:8]=[C:9]4[CH2:26][CH2:25][CH2:24][C:10]4=3)[N:5]([CH2:4][CH2:3][CH2:2][N:31]3[CH2:36][CH2:35][O:34][CH2:33][CH2:32]3)[CH:14]=2)=[CH:20][CH:19]=1, predict the reactants needed to synthesize it. The reactants are: Cl[CH2:2][CH2:3][CH2:4][N:5]1[CH:14]=[C:13]([C:15]2[CH:20]=[CH:19][C:18]([O:21][CH3:22])=[CH:17][CH:16]=2)[C:12](=[O:23])[C:11]2[C:6]1=[C:7]([O:27][CH2:28][CH2:29][CH3:30])[CH:8]=[C:9]1[CH2:26][CH2:25][CH2:24][C:10]1=2.[NH:31]1[CH2:36][CH2:35][O:34][CH2:33][CH2:32]1.C(=O)([O-])[O-].[K+].[K+].[I-].[Na+]. (4) Given the product [C:1]([N:4]1[C:13]2[C:8](=[CH:9][C:10]([C:30]3[CH:29]=[CH:28][C:27]([CH2:26][N:20]4[CH2:25][CH2:24][CH2:23][CH2:22][CH2:21]4)=[CH:32][CH:31]=3)=[CH:11][CH:12]=2)[C@H:7]([NH:15][CH:16]=[O:17])[CH2:6][C@@H:5]1[CH2:18][CH3:19])(=[O:3])[CH3:2], predict the reactants needed to synthesize it. The reactants are: [C:1]([N:4]1[C:13]2[C:8](=[CH:9][C:10](Br)=[CH:11][CH:12]=2)[C@H:7]([NH:15][CH:16]=[O:17])[CH2:6][C@@H:5]1[CH2:18][CH3:19])(=[O:3])[CH3:2].[N:20]1([CH2:26][C:27]2[CH:32]=[CH:31][C:30](B(O)O)=[CH:29][CH:28]=2)[CH2:25][CH2:24][CH2:23][CH2:22][CH2:21]1.C(O)C.C(=O)([O-])[O-].[K+].[K+]. (5) The reactants are: [O:1]1[C:5]2[CH:6]=[CH:7][C:8]([C:10]3[N:11]=[C:12]([CH3:24])[C:13]4[C:18]([CH:19]=3)=[CH:17][C:16]([O:20][CH3:21])=[C:15]([O:22][CH3:23])[CH:14]=4)=[CH:9][C:4]=2[O:3]C1.B(Br)(Br)Br.[Cl-:29]. Given the product [ClH:29].[CH3:21][O:20][C:16]1[CH:17]=[C:18]2[C:13](=[CH:14][C:15]=1[O:22][CH3:23])[C:12]([CH3:24])=[N:11][C:10]([C:8]1[CH:9]=[C:4]([OH:3])[C:5]([OH:1])=[CH:6][CH:7]=1)=[CH:19]2, predict the reactants needed to synthesize it. (6) Given the product [F:18][C:15]1[CH:16]=[CH:17][C:12]([N:6]2[C:5]3[CH:19]=[CH:20][C:2]([C:51]4[N:52]=[N:53][C:54]([C:57]([F:60])([F:59])[F:58])=[CH:55][CH:56]=4)=[CH:3][C:4]=3[CH2:10][N:9]([CH3:11])[CH2:8][CH2:7]2)=[CH:13][CH:14]=1, predict the reactants needed to synthesize it. The reactants are: Br[C:2]1[CH:20]=[CH:19][C:5]2[N:6]([C:12]3[CH:17]=[CH:16][C:15]([F:18])=[CH:14][CH:13]=3)[CH2:7][CH2:8][N:9]([CH3:11])[CH2:10][C:4]=2[CH:3]=1.B1(B2OC(C)(C)C(C)(C)O2)OC(C)(C)C(C)(C)O1.C([O-])(=O)C.[K+].C(=O)([O-])[O-].[Cs+].[Cs+].Cl[C:51]1[N:52]=[N:53][C:54]([C:57]([F:60])([F:59])[F:58])=[CH:55][CH:56]=1. (7) The reactants are: [CH:1]1([N:6]([C@H:20]2[CH2:25][CH2:24][C@H:23]([CH2:26][CH3:27])[CH2:22][CH2:21]2)[C:7](=[O:19])[NH:8][C:9]2[S:10][C:11]([S:14][CH2:15][C:16]([OH:18])=[O:17])=[CH:12][N:13]=2)[CH2:5][CH2:4][CH2:3][CH2:2]1.[CH:28]1(N[C@H]2CC[C@H](CC)CC2)CCCCC1.C(OC(=O)CSC1SC(N)=NC=1)C. Given the product [CH:1]1([N:6]([C@H:20]2[CH2:21][CH2:22][C@H:23]([CH2:26][CH3:27])[CH2:24][CH2:25]2)[C:7](=[O:19])[NH:8][C:9]2[S:10][C:11]([S:14][CH2:15][C:16]([OH:18])=[O:17])=[CH:12][N:13]=2)[CH2:2][CH2:3][CH2:4][CH2:28][CH2:5]1, predict the reactants needed to synthesize it. (8) Given the product [CH2:1]([O:8][C:9]([N:11]1[CH2:17][CH2:16][CH2:15][CH:14]([NH:18][C:19](=[O:35])[C@@H:20]([NH2:27])[CH2:21][CH:22]2[CH2:23][CH2:24][CH2:25][CH2:26]2)[CH:13]([OH:36])[CH2:12]1)=[O:10])[C:2]1[CH:7]=[CH:6][CH:5]=[CH:4][CH:3]=1, predict the reactants needed to synthesize it. The reactants are: [CH2:1]([O:8][C:9]([N:11]1[CH2:17][CH2:16][CH2:15][CH:14]([NH:18][C:19](=[O:35])[C@@H:20]([NH:27]C(OC(C)(C)C)=O)[CH2:21][CH:22]2[CH2:26][CH2:25][CH2:24][CH2:23]2)[CH:13]([OH:36])[CH2:12]1)=[O:10])[C:2]1[CH:7]=[CH:6][CH:5]=[CH:4][CH:3]=1. (9) The reactants are: [CH2:1]([N:3]1[CH2:8][CH2:7][N:6]([C:9](Cl)=[O:10])[C:5](=[O:12])[C:4]1=[O:13])[CH3:2].[CH2:14]([O:16][C:17]1[CH:18]=[C:19]([C:26]2[C@@H:35]3[C@@H:30]([CH2:31][CH:32]=[CH:33][CH2:34]3)[C:29](=[O:36])[N:28]([CH:37]3[CH2:42][CH2:41][N:40](S(C4C=CC(C)=CC=4)(=O)=O)[CH2:39][CH2:38]3)[N:27]=2)[CH:20]=[CH:21][C:22]=1[O:23][CH2:24]C)C. Given the product [CH3:14][O:16][C:17]1[CH:18]=[C:19]([C:26]2[C@@H:35]3[C@@H:30]([CH2:31][CH:32]=[CH:33][CH2:34]3)[C:29](=[O:36])[N:28]([CH:37]3[CH2:42][CH2:41][N:40]([C:9]([N:6]4[CH2:7][CH2:8][N:3]([CH2:1][CH3:2])[C:4](=[O:13])[C:5]4=[O:12])=[O:10])[CH2:39][CH2:38]3)[N:27]=2)[CH:20]=[CH:21][C:22]=1[O:23][CH3:24], predict the reactants needed to synthesize it.